From a dataset of Catalyst prediction with 721,799 reactions and 888 catalyst types from USPTO. Predict which catalyst facilitates the given reaction. (1) Reactant: [C:1]([O:5][C:6](=[O:34])[NH:7][CH:8]([C:27]1[CH:32]=[CH:31][C:30]([OH:33])=[CH:29][CH:28]=1)[C:9]([N:11]1[CH2:15][CH2:14][C@H:13]([O:16][CH2:17][CH2:18][O:19][CH2:20][CH2:21][O:22][CH2:23][CH2:24][O:25][CH3:26])[CH2:12]1)=[O:10])([CH3:4])([CH3:3])[CH3:2].C(=O)([O-])[O-].[Cs+].[Cs+].[F:41][C:42]([F:61])([F:60])[S:43](N(C1C=CC=CC=1)[S:43]([C:42]([F:61])([F:60])[F:41])(=[O:45])=[O:44])(=[O:45])=[O:44]. Product: [F:41][C:42]([F:61])([F:60])[S:43]([O:33][C:30]1[CH:29]=[CH:28][C:27]([CH:8]([NH:7][C:6]([O:5][C:1]([CH3:4])([CH3:2])[CH3:3])=[O:34])[C:9]([N:11]2[CH2:15][CH2:14][C@H:13]([O:16][CH2:17][CH2:18][O:19][CH2:20][CH2:21][O:22][CH2:23][CH2:24][O:25][CH3:26])[CH2:12]2)=[O:10])=[CH:32][CH:31]=1)(=[O:45])=[O:44]. The catalyst class is: 7. (2) Reactant: [F:1][C:2]([F:18])([F:17])[C:3]1[O:7][N:6]=[C:5]([C:8]2[CH:16]=[CH:15][C:11]([C:12]([OH:14])=O)=[CH:10][CH:9]=2)[CH:4]=1.Cl.NO.C([N:24]([CH2:27]C)CC)C.C1CCC(N=C=NC2CCCCC2)CC1.CN([CH:47]=[O:48])C. Product: [CH3:47][O:48][N:24]([CH3:27])[C:12](=[O:14])[C:11]1[CH:10]=[CH:9][C:8]([C:5]2[CH:4]=[C:3]([C:2]([F:1])([F:18])[F:17])[O:7][N:6]=2)=[CH:16][CH:15]=1. The catalyst class is: 154. (3) Reactant: [N:1]1[CH:6]=[CH:5][CH:4]=[C:3]([C:7]2[N:12]=[CH:11][C:10]([C:13]([OH:15])=O)=[CH:9][N:8]=2)[CH:2]=1.[CH2:16]1[CH2:21][CH2:20][CH:19]([N:22]=C=[N:22][CH:19]2[CH2:20][CH2:21][CH2:16][CH2:17][CH2:18]2)[CH2:18][CH2:17]1.NC1C=CC=CC=1.C(O)C(N)(CO)CO. Product: [C:19]1([NH:22][C:13]([C:10]2[CH:11]=[N:12][C:7]([C:3]3[CH:2]=[N:1][CH:6]=[CH:5][CH:4]=3)=[N:8][CH:9]=2)=[O:15])[CH:20]=[CH:21][CH:16]=[CH:17][CH:18]=1. The catalyst class is: 3. (4) Reactant: [Cl:1][C:2]1[CH:7]=[CH:6][C:5]([C:8]2[CH:13]=[CH:12][CH:11]=[CH:10][C:9]=2[C@H:14]([OH:30])[CH:15]2[CH2:20][CH2:19][N:18]([C:21]3[CH:29]=[CH:28][C:24]([C:25](O)=[O:26])=[CH:23][CH:22]=3)[CH2:17][CH2:16]2)=[CH:4][CH:3]=1.C(Cl)CCl.C(N(CC)CC)C.[P:42]([O:54][CH2:55][CH2:56][N:57]([CH2:87][CH3:88])[CH2:58][CH2:59][C@@H:60]([NH:69][C:70]1[CH:75]=[CH:74][C:73]([S:76](=[O:79])(=[O:78])[NH2:77])=[CH:72][C:71]=1[S:80]([C:83]([F:86])([F:85])[F:84])(=[O:82])=[O:81])[CH2:61][S:62][C:63]1[CH:68]=[CH:67][CH:66]=[CH:65][CH:64]=1)([O:49][C:50]([CH3:53])([CH3:52])[CH3:51])([O:44][C:45]([CH3:48])([CH3:47])[CH3:46])=[O:43]. Product: [P:42]([O:54][CH2:55][CH2:56][N:57]([CH2:58][CH2:59][C@@H:60]([NH:69][C:70]1[CH:75]=[CH:74][C:73]([S:76](=[O:79])(=[O:78])[NH:77][C:25](=[O:26])[C:24]2[CH:28]=[CH:29][C:21]([N:18]3[CH2:19][CH2:20][CH:15]([C@H:14]([C:9]4[CH:10]=[CH:11][CH:12]=[CH:13][C:8]=4[C:5]4[CH:4]=[CH:3][C:2]([Cl:1])=[CH:7][CH:6]=4)[OH:30])[CH2:16][CH2:17]3)=[CH:22][CH:23]=2)=[CH:72][C:71]=1[S:80]([C:83]([F:85])([F:86])[F:84])(=[O:82])=[O:81])[CH2:61][S:62][C:63]1[CH:68]=[CH:67][CH:66]=[CH:65][CH:64]=1)[CH2:87][CH3:88])([O:44][C:45]([CH3:46])([CH3:48])[CH3:47])([O:49][C:50]([CH3:53])([CH3:52])[CH3:51])=[O:43]. The catalyst class is: 79. (5) Reactant: [Cl:1][C:2]1[CH:19]=[CH:18][CH:17]=[CH:16][C:3]=1[CH2:4][O:5][C:6]1[CH:11]=[CH:10][C:9]([N+:12]([O-])=O)=[CH:8][C:7]=1[Cl:15].C1COCC1.CO. Product: [Cl:1][C:2]1[CH:19]=[CH:18][CH:17]=[CH:16][C:3]=1[CH2:4][O:5][C:6]1[CH:11]=[CH:10][C:9]([NH2:12])=[CH:8][C:7]=1[Cl:15]. The catalyst class is: 15. (6) Reactant: [Cl:1][C:2]1[CH:7]=[CH:6][C:5]([C:8]2[C:12]3[CH:13]=[CH:14][C:15]([C:17]#[C:18][CH2:19][N:20]([CH2:24][CH3:25])[CH2:21][CH2:22][OH:23])=[CH:16][C:11]=3[S:10][N:9]=2)=[CH:4][CH:3]=1.[CH3:26][C:27](O)=[O:28]. Product: [C:27]([O:23][CH2:22][CH2:21][N:20]([CH2:19]/[CH:18]=[CH:17]\[C:15]1[CH:14]=[CH:13][C:12]2[C:8]([C:5]3[CH:4]=[CH:3][C:2]([Cl:1])=[CH:7][CH:6]=3)=[N:9][S:10][C:11]=2[CH:16]=1)[CH2:24][CH3:25])(=[O:28])[CH3:26]. The catalyst class is: 19. (7) Reactant: [Cl:1][CH2:2][C:3]1[C:12]2[C:7](=[CH:8][C:9]([OH:13])=[CH:10][CH:11]=2)[O:6][C:5](=[O:14])[CH:4]=1.C([O-])([O-])=O.[K+].[K+].[CH2:21](Br)[C:22]1[CH:27]=[CH:26][CH:25]=[CH:24][CH:23]=1. Product: [Cl:1][CH2:2][C:3]1[C:12]2[C:7](=[CH:8][C:9]([O:13][CH2:21][C:22]3[CH:27]=[CH:26][CH:25]=[CH:24][CH:23]=3)=[CH:10][CH:11]=2)[O:6][C:5](=[O:14])[CH:4]=1. The catalyst class is: 8.